This data is from Peptide-MHC class I binding affinity with 185,985 pairs from IEDB/IMGT. The task is: Regression. Given a peptide amino acid sequence and an MHC pseudo amino acid sequence, predict their binding affinity value. This is MHC class I binding data. The peptide sequence is HKELAITAL. The MHC is HLA-B15:01 with pseudo-sequence HLA-B15:01. The binding affinity (normalized) is 0.0847.